From a dataset of Forward reaction prediction with 1.9M reactions from USPTO patents (1976-2016). Predict the product of the given reaction. (1) The product is: [CH3:16][C:11]1[CH:12]=[CH:13][CH:14]=[CH:15][C:10]=1[C:9]1[C:5]2[CH:4]=[C:3]([CH2:2][O:19][C:20]3[N:25]=[CH:24][C:23]([C@@H:26]([C:33]#[C:34][CH3:35])[CH2:27][C:28]([O:30][CH2:31][CH3:32])=[O:29])=[CH:22][CH:21]=3)[CH:18]=[CH:17][C:6]=2[S:7][CH:8]=1. Given the reactants Br[CH2:2][C:3]1[CH:18]=[CH:17][C:6]2[S:7][CH:8]=[C:9]([C:10]3[CH:15]=[CH:14][CH:13]=[CH:12][C:11]=3[CH3:16])[C:5]=2[CH:4]=1.[OH:19][C:20]1[N:25]=[CH:24][C:23]([C@@H:26]([C:33]#[C:34][CH3:35])[CH2:27][C:28]([O:30][CH2:31][CH3:32])=[O:29])=[CH:22][CH:21]=1.O, predict the reaction product. (2) Given the reactants C([C:4]1[CH:5]=[C:6]([CH:10]=[C:11]([C:13](=[O:23])[NH:14][C@@H:15]([C:17]2[CH:22]=[CH:21][CH:20]=[CH:19][CH:18]=2)[CH3:16])[CH:12]=1)C(O)=O)(=O)C.CN([C:27]([O:31]N1N=NC2C=CC=NC1=2)=[N+](C)C)C.F[P-](F)(F)(F)(F)F.CCN(C(C)C)C(C)C.[CH3:57][O:58][C:59]1[CH:60]=[C:61]([CH:85]=[CH:86][CH:87]=1)[CH2:62][N:63]([CH2:71][C@@H:72]([OH:84])[C@@H:73]([NH2:83])[CH2:74][C:75]1[CH:80]=[C:79]([F:81])[CH:78]=[C:77]([F:82])[CH:76]=1)[C:64](=[O:70])[O:65][C:66]([CH3:69])([CH3:68])[CH3:67].CN(C=[O:92])C, predict the reaction product. The product is: [CH3:57][O:58][C:59]1[CH:60]=[C:61]([CH:85]=[CH:86][CH:87]=1)[CH2:62][N:63]([CH2:71][C@@H:72]([OH:84])[C@@H:73]([NH:83][C:27](=[O:31])[C:22]1[CH:17]=[C:15]([NH:14][C:13](=[O:23])[C:11]2[CH:12]=[CH:4][CH:5]=[CH:6][CH:10]=2)[CH:16]=[C:20]([C:19](=[O:92])[CH3:18])[CH:21]=1)[CH2:74][C:75]1[CH:76]=[C:77]([F:82])[CH:78]=[C:79]([F:81])[CH:80]=1)[C:64](=[O:70])[O:65][C:66]([CH3:69])([CH3:67])[CH3:68]. (3) Given the reactants [BH4-].[Na+].C1COCC1.[Br:8][C:9]1[CH:10]=[C:11]([O:18][CH3:19])[C:12]([OH:17])=[C:13]([CH:16]=1)[CH:14]=[O:15].Cl, predict the reaction product. The product is: [Br:8][C:9]1[CH:10]=[C:11]([O:18][CH3:19])[C:12]([OH:17])=[C:13]([CH2:14][OH:15])[CH:16]=1. (4) Given the reactants Br[C:2]1[CH:3]=[C:4]([OH:21])[C:5]([C:12]([NH:14][CH2:15][C:16]([O:18]CC)=[O:17])=[O:13])=[C:6]2[C:11]=1[N:10]=[CH:9][CH:8]=[N:7]2.[F:22][C:23]1[CH:24]=[C:25](B(O)O)[CH:26]=[CH:27][C:28]=1[F:29].C(=O)([O-])[O-].[K+].[K+].[OH-].[Na+], predict the reaction product. The product is: [F:22][C:23]1[CH:24]=[C:25]([C:2]2[CH:3]=[C:4]([OH:21])[C:5]([C:12]([NH:14][CH2:15][C:16]([OH:18])=[O:17])=[O:13])=[C:6]3[C:11]=2[N:10]=[CH:9][CH:8]=[N:7]3)[CH:26]=[CH:27][C:28]=1[F:29]. (5) The product is: [N:31]1([C:28](=[O:30])[CH2:27][C:3]2[CH:4]=[CH:5][C:6]([O:8][CH2:9][CH2:10][C@@H:11]3[CH2:13][C@@H:12]3[CH:14]3[CH2:15][CH2:16][N:17]([C:20]([O:22][C:23]4([CH3:26])[CH2:24][CH2:25]4)=[O:21])[CH2:18][CH2:19]3)=[CH:7][C:2]=2[F:1])[CH2:34][CH2:33][CH2:32]1. Given the reactants [F:1][C:2]1[CH:7]=[C:6]([O:8][CH2:9][CH2:10][C@@H:11]2[CH2:13][C@@H:12]2[CH:14]2[CH2:19][CH2:18][N:17]([C:20]([O:22][C:23]3([CH3:26])[CH2:25][CH2:24]3)=[O:21])[CH2:16][CH2:15]2)[CH:5]=[CH:4][C:3]=1[CH2:27][C:28]([OH:30])=O.[NH:31]1[CH2:34][CH2:33][CH2:32]1.C(N(CC)C(C)C)(C)C.CN(C(ON1N=NC2C=CC=NC1=2)=[N+](C)C)C.F[P-](F)(F)(F)(F)F, predict the reaction product. (6) Given the reactants C([O:3][C:4]([C:6]1[C:11]([F:12])=[CH:10][C:9]([F:13])=[CH:8][N:7]=1)=O)C.[BH4-].[Na+].[Cl-].[NH4+], predict the reaction product. The product is: [F:12][C:11]1[C:6]([CH2:4][OH:3])=[N:7][CH:8]=[C:9]([F:13])[CH:10]=1. (7) Given the reactants [CH2:1]([N:5]1[C:10]2[CH:11]=[C:12]([CH:15]=O)[CH:13]=[CH:14][C:9]=2[O:8][CH2:7][C:6]1=[O:17])[CH2:2][CH2:3][CH3:4].[S:18]1[CH2:22][C:21](=[O:23])[NH:20][C:19]1=[O:24], predict the reaction product. The product is: [CH2:1]([N:5]1[C:10]2[CH:11]=[C:12]([CH:15]=[C:22]3[S:18][C:19](=[O:24])[NH:20][C:21]3=[O:23])[CH:13]=[CH:14][C:9]=2[O:8][CH2:7][C:6]1=[O:17])[CH2:2][CH2:3][CH3:4].